From a dataset of Full USPTO retrosynthesis dataset with 1.9M reactions from patents (1976-2016). Predict the reactants needed to synthesize the given product. (1) Given the product [NH2:29][C:28]1[CH:27]=[CH:26][C:4]([O:5][C:6]2[CH:11]=[CH:10][N:9]=[C:8]([NH:12][C:13]3[CH:18]=[CH:17][C:16]([N:19]4[CH2:20][CH2:21][N:22]([CH3:25])[CH2:23][CH2:24]4)=[CH:15][CH:14]=3)[N:7]=2)=[CH:3][C:2]=1[CH3:1], predict the reactants needed to synthesize it. The reactants are: [CH3:1][C:2]1[CH:3]=[C:4]([CH:26]=[CH:27][C:28]=1[N+:29]([O-])=O)[O:5][C:6]1[CH:11]=[CH:10][N:9]=[C:8]([NH:12][C:13]2[CH:18]=[CH:17][C:16]([N:19]3[CH2:24][CH2:23][N:22]([CH3:25])[CH2:21][CH2:20]3)=[CH:15][CH:14]=2)[N:7]=1. (2) Given the product [F:1][C@H:2]1[C@@H:7]([O:8][C:9]2[N:14]=[CH:13][N:12]=[C:11]([N:15]3[C:23]4[C:18](=[N:19][C:20]([C:24]([OH:26])=[O:25])=[CH:21][CH:22]=4)[CH2:17][CH2:16]3)[CH:10]=2)[CH2:6][CH2:5][N:4]([C:28]([O:30][C:31]2([CH3:34])[CH2:33][CH2:32]2)=[O:29])[CH2:3]1, predict the reactants needed to synthesize it. The reactants are: [F:1][C@H:2]1[C@@H:7]([O:8][C:9]2[N:14]=[CH:13][N:12]=[C:11]([N:15]3[C:23]4[C:18](=[N:19][C:20]([C:24]([O:26]C)=[O:25])=[CH:21][CH:22]=4)[CH2:17][CH2:16]3)[CH:10]=2)[CH2:6][CH2:5][N:4]([C:28]([O:30][C:31]2([CH3:34])[CH2:33][CH2:32]2)=[O:29])[CH2:3]1.O1CCCC1.O.[OH-].[Li+].Cl. (3) Given the product [NH2:34][C:6]1[CH:7]=[CH:8][C:9]([F:32])=[C:10]([C@:12]2([CH3:31])[C@@H:19]3[S:20](=[O:22])(=[O:21])[C@@H:15]([CH2:16][CH2:17][CH2:18]3)[C:14]([NH:23][C:24](=[O:30])[O:25][C:26]([CH3:29])([CH3:28])[CH3:27])=[N:13]2)[CH:11]=1, predict the reactants needed to synthesize it. The reactants are: [N-]=[N+]=[N-].[Na+].Br[C:6]1[CH:7]=[CH:8][C:9]([F:32])=[C:10]([C@:12]2([CH3:31])[C@@H:19]3[S:20](=[O:22])(=[O:21])[C@@H:15]([CH2:16][CH2:17][CH2:18]3)[C:14]([NH:23][C:24](=[O:30])[O:25][C:26]([CH3:29])([CH3:28])[CH3:27])=[N:13]2)[CH:11]=1.C[NH:34][C@@H]1CCCC[C@H]1NC.CP(C)C.C1COCC1. (4) Given the product [CH3:1][O:2][C:3]1[CH:8]=[CH:7][C:6]([C:9]2[CH:10]=[C:11]([C:16]([F:19])([F:17])[F:18])[N:12]([CH3:14])[N:13]=2)=[CH:5][C:4]=1[CH3:20], predict the reactants needed to synthesize it. The reactants are: [CH3:1][O:2][C:3]1[CH:8]=[CH:7][C:6]([C:9]2[CH2:10][C:11]([C:16]([F:19])([F:18])[F:17])(O)[N:12]([CH3:14])[N:13]=2)=[CH:5][C:4]=1[CH3:20].Cl. (5) Given the product [NH:1]1[C:5]2=[N:6][CH:7]=[CH:8][CH:9]=[C:4]2[C:3](/[CH:10]=[C:11]2\[O:12][C:13]3[C:20]([CH2:21][N:22]4[CH2:27][CH2:26][NH:25][CH2:24][CH2:23]4)=[CH:19][CH:18]=[CH:17][C:14]=3[C:15]\2=[O:16])=[N:2]1, predict the reactants needed to synthesize it. The reactants are: [NH:1]1[C:5]2=[N:6][CH:7]=[CH:8][CH:9]=[C:4]2[C:3](/[CH:10]=[C:11]2\[O:12][C:13]3[C:20]([CH2:21][N:22]4[CH2:27][CH2:26][N:25](C(OC(C)(C)C)=O)[CH2:24][CH2:23]4)=[CH:19][CH:18]=[CH:17][C:14]=3[C:15]\2=[O:16])=[N:2]1.Cl. (6) Given the product [C:1]([O:5][C:6](=[O:12])[NH:7][CH2:8][CH2:9][CH2:10][C:26]1[CH:25]=[CH:24][C:23]([N:29]2[CH2:30][C:31](=[O:42])[N:32]([CH2:36][CH2:37][Si:38]([CH3:41])([CH3:40])[CH3:39])[S:33]2(=[O:35])=[O:34])=[C:22]([O:21][CH2:14][C:15]2[CH:20]=[CH:19][CH:18]=[CH:17][CH:16]=2)[CH:27]=1)([CH3:4])([CH3:3])[CH3:2], predict the reactants needed to synthesize it. The reactants are: [C:1]([O:5][C:6](=[O:12])[NH:7][CH2:8][CH2:9][CH2:10]I)([CH3:4])([CH3:3])[CH3:2].[I-].[CH2:14]([O:21][C:22]1[CH:27]=[C:26](I)[CH:25]=[CH:24][C:23]=1[N:29]1[S:33](=[O:35])(=[O:34])[N:32]([CH2:36][CH2:37][Si:38]([CH3:41])([CH3:40])[CH3:39])[C:31](=[O:42])[CH2:30]1)[C:15]1[CH:20]=[CH:19][CH:18]=[CH:17][CH:16]=1.